Dataset: TCR-epitope binding with 47,182 pairs between 192 epitopes and 23,139 TCRs. Task: Binary Classification. Given a T-cell receptor sequence (or CDR3 region) and an epitope sequence, predict whether binding occurs between them. (1) The epitope is IQYIDIGNY. The TCR CDR3 sequence is CASSPGFTGNNQPQHF. Result: 1 (the TCR binds to the epitope). (2) The epitope is RAKFKQLL. The TCR CDR3 sequence is CAAIARGTGGTRAQYF. Result: 1 (the TCR binds to the epitope). (3) The epitope is ARMILMTHF. The TCR CDR3 sequence is CASSQDGGEDETQYF. Result: 0 (the TCR does not bind to the epitope). (4) The epitope is NLSALGIFST. The TCR CDR3 sequence is CASSEEDRVGNQPQHF. Result: 1 (the TCR binds to the epitope). (5) The epitope is FIAGLIAIV. The TCR CDR3 sequence is CASSLDTPTSYYNEQFF. Result: 0 (the TCR does not bind to the epitope).